Predict the reaction yield, written as a fraction of the theoretical maximum amount of product (1.0 means a 100% yield; for example, 0.34 means a 34% yield). From a dataset of Reaction yield outcomes from USPTO patents with 853,638 reactions. (1) The yield is 0.630. The product is [C:5]([C:9]1[CH:10]=[CH:11][C:12]([C:15]2[S:16][CH:17]=[C:18]([C:21]([CH3:23])=[O:22])[C:19]=2[OH:20])=[CH:13][CH:14]=1)([CH3:8])([CH3:6])[CH3:7]. The reactants are C(Cl)(Cl)Cl.[C:5]([C:9]1[CH:14]=[CH:13][C:12]([CH:15]2[C:19]([OH:20])=[C:18]([C:21]([CH3:23])=[O:22])[CH2:17][S:16]2)=[CH:11][CH:10]=1)([CH3:8])([CH3:7])[CH3:6].S(Cl)(Cl)(=O)=O. The catalyst is O. (2) The reactants are [Cl:1][C:2]1[C:7]([O:8][CH3:9])=[CH:6][C:5]([O:10][CH3:11])=[C:4]([Cl:12])[C:3]=1[C:13]1[CH:14]=[C:15]2[C:20](=[CH:21][CH:22]=1)[N:19]=[C:18]([NH:23][C@H:24]1[C@@H:29]([NH:30]C(=O)OCC[Si](C)(C)C)[CH2:28][C@H:27]3[C@@H:25]1[CH2:26]3)[N:17]=[CH:16]2.Cl. The catalyst is O1CCOCC1. The product is [Cl:12][C:4]1[C:5]([O:10][CH3:11])=[CH:6][C:7]([O:8][CH3:9])=[C:2]([Cl:1])[C:3]=1[C:13]1[CH:14]=[C:15]2[C:20](=[CH:21][CH:22]=1)[N:19]=[C:18]([NH:23][C@H:24]1[C@@H:29]([NH2:30])[CH2:28][C@H:27]3[C@@H:25]1[CH2:26]3)[N:17]=[CH:16]2. The yield is 0.460. (3) The reactants are [Cl:1][C:2]1[CH:9]=[CH:8][CH:7]=[CH:6][C:3]=1[NH:4][CH3:5].[CH3:10][C:11]1([CH3:27])[C:20]2[CH:21]=[C:22]([C:24](Cl)=[O:25])[S:23][C:19]=2[C:18]2[CH:17]=[CH:16][CH:15]=[CH:14][C:13]=2[O:12]1. The catalyst is N1C=CC=CC=1.C(Cl)Cl.CN(C1C=CN=CC=1)C. The product is [Cl:1][C:2]1[CH:9]=[CH:8][CH:7]=[CH:6][C:3]=1[N:4]([CH3:5])[C:24]([C:22]1[S:23][C:19]2[C:18]3[CH:17]=[CH:16][CH:15]=[CH:14][C:13]=3[O:12][C:11]([CH3:27])([CH3:10])[C:20]=2[CH:21]=1)=[O:25]. The yield is 0.310. (4) The reactants are [CH3:1][O-].[Na+].[N:4]#[C:5][NH2:6].[C:7]([C:11]1[CH:16]=[CH:15][CH:14]=[C:13]([N:17]=[C:18]=[S:19])[CH:12]=1)([CH3:10])([CH3:9])[CH3:8].IC. No catalyst specified. The product is [C:7]([C:11]1[CH:12]=[C:13]([NH:17]/[C:18](/[S:19][CH3:1])=[N:4]/[C:5]#[N:6])[CH:14]=[CH:15][CH:16]=1)([CH3:10])([CH3:8])[CH3:9]. The yield is 0.620. (5) The reactants are [N+:1]([C:4]1[C:5]([NH2:11])=[C:6]([NH2:10])[CH:7]=[CH:8][CH:9]=1)([O-:3])=[O:2].[OH-].[K+].[CH3:14][C:15]([CH:17]=O)=O.O. The catalyst is C(O)C. The product is [CH3:17][C:15]1[CH:14]=[N:11][C:5]2[C:6](=[CH:7][CH:8]=[CH:9][C:4]=2[N+:1]([O-:3])=[O:2])[N:10]=1. The yield is 0.670. (6) The reactants are [CH3:1][C:2]1[C:7]([C:8]2[N:9]([C:17]3[CH:22]=[CH:21][C:20]([S:23]([NH2:26])(=[O:25])=[O:24])=[CH:19][CH:18]=3)[CH:10]=[C:11]([C:13]([F:16])([F:15])[F:14])[N:12]=2)=[CH:6][CH:5]=[CH:4][N:3]=1.[C:27](OC(=O)C)(=[O:29])[CH3:28].C(N(CC)CC)C. The catalyst is CN(C1C=CN=CC=1)C.O. The product is [CH3:1][C:2]1[C:7]([C:8]2[N:9]([C:17]3[CH:22]=[CH:21][C:20]([S:23]([NH:26][C:27](=[O:29])[CH3:28])(=[O:25])=[O:24])=[CH:19][CH:18]=3)[CH:10]=[C:11]([C:13]([F:14])([F:15])[F:16])[N:12]=2)=[CH:6][CH:5]=[CH:4][N:3]=1. The yield is 0.990. (7) The reactants are [NH2:1][C:2]1[C:11]([F:12])=[CH:10][C:5]([C:6]([O:8][CH3:9])=[O:7])=[C:4]([F:13])[CH:3]=1.[O:14]1[CH:18]=[CH:17][CH:16]=[C:15]1[S:19](Cl)(=[O:21])=[O:20].N1C=CC=CC=1. The catalyst is C(Cl)Cl.O. The product is [F:13][C:4]1[CH:3]=[C:2]([NH:1][S:19]([C:15]2[O:14][CH:18]=[CH:17][CH:16]=2)(=[O:21])=[O:20])[C:11]([F:12])=[CH:10][C:5]=1[C:6]([O:8][CH3:9])=[O:7]. The yield is 0.340. (8) The reactants are [F:1][C:2]1[CH:7]=[C:6]([I:8])[CH:5]=[CH:4][C:3]=1[NH:9][C:10]([NH:12][CH3:13])=[O:11].[C:14]([OH:20])(=O)[CH2:15][C:16]([OH:18])=O.C(OC(=O)C)(=O)C.C(Cl)(=O)C. The catalyst is CCCCCC.O.C1(C)C=CC=CC=1. The product is [F:1][C:2]1[CH:7]=[C:6]([I:8])[CH:5]=[CH:4][C:3]=1[N:9]1[C:14](=[O:20])[CH2:15][C:16](=[O:18])[N:12]([CH3:13])[C:10]1=[O:11]. The yield is 0.695. (9) The reactants are [Cl:1][C:2]1[C:7]([N+:8]([O-:10])=[O:9])=[C:6](Cl)[C:5]([CH3:12])=[C:4]([CH3:13])[N:3]=1.[CH2:14]([NH2:21])[C:15]1[CH:20]=[CH:19][CH:18]=[CH:17][CH:16]=1.C(=O)([O-])[O-].[K+].[K+]. The catalyst is C(#N)C.CCOC(C)=O. The product is [CH2:14]([NH:21][C:6]1[C:5]([CH3:12])=[C:4]([CH3:13])[N:3]=[C:2]([Cl:1])[C:7]=1[N+:8]([O-:10])=[O:9])[C:15]1[CH:20]=[CH:19][CH:18]=[CH:17][CH:16]=1. The yield is 0.450.